Dataset: Forward reaction prediction with 1.9M reactions from USPTO patents (1976-2016). Task: Predict the product of the given reaction. (1) Given the reactants FC1C=CC([CH2:6][N:7]2CCN3C=C(C(OCC)=O)C(O)=C3C2=O)=CC=1.[Cl:25][C:26]1[CH:27]=[C:28]([CH:46]=[CH:47][C:48]=1[Cl:49])[CH2:29][N:30]1[CH2:35][CH2:34][N:33]2[CH:36]=[C:37]([C:40]([O:42]CC)=O)[C:38]([OH:39])=[C:32]2[C:31]1=[O:45], predict the reaction product. The product is: [Cl:25][C:26]1[CH:27]=[C:28]([CH:46]=[CH:47][C:48]=1[Cl:49])[CH2:29][N:30]1[CH2:35][CH2:34][N:33]2[CH:36]=[C:37]([C:40]([NH:7][CH3:6])=[O:42])[C:38]([OH:39])=[C:32]2[C:31]1=[O:45]. (2) Given the reactants [C:1](/[CH:3]=[C:4](/[C:15]([NH:17][C:18]1[CH:19]=[N:20][N:21]([CH2:43][CH2:44][O:45][C:46]([C:59]2[CH:64]=[CH:63][CH:62]=[CH:61][CH:60]=2)([C:53]2[CH:58]=[CH:57][CH:56]=[CH:55][CH:54]=2)[C:47]2[CH:52]=[CH:51][CH:50]=[CH:49][CH:48]=2)[C:22]=1[NH:23][C:24]([C:37]1[CH:42]=[CH:41][CH:40]=[CH:39][CH:38]=1)([C:31]1[CH:36]=[CH:35][CH:34]=[CH:33][CH:32]=1)[C:25]1[CH:30]=[CH:29][CH:28]=[CH:27][CH:26]=1)=[O:16])\[CH2:5][CH2:6][NH:7][C:8](=[O:14])[O:9][C:10]([CH3:13])([CH3:12])[CH3:11])#[N:2].[C:65](O[C:65]([O:67][C:68]([CH3:71])([CH3:70])[CH3:69])=[O:66])([O:67][C:68]([CH3:71])([CH3:70])[CH3:69])=[O:66], predict the reaction product. The product is: [C:24]([NH:23][C:22]1[N:21]([CH2:43][CH2:44][O:45][C:46]([C:53]2[CH:58]=[CH:57][CH:56]=[CH:55][CH:54]=2)([C:47]2[CH:52]=[CH:51][CH:50]=[CH:49][CH:48]=2)[C:59]2[CH:60]=[CH:61][CH:62]=[CH:63][CH:64]=2)[N:20]=[CH:19][C:18]=1[NH:17][C:15]([CH:4]([CH2:5][CH2:6][NH:7][C:8](=[O:14])[O:9][C:10]([CH3:12])([CH3:11])[CH3:13])[CH2:3][CH2:1][NH:2][C:65](=[O:66])[O:67][C:68]([CH3:71])([CH3:70])[CH3:69])=[O:16])([C:37]1[CH:38]=[CH:39][CH:40]=[CH:41][CH:42]=1)([C:31]1[CH:32]=[CH:33][CH:34]=[CH:35][CH:36]=1)[C:25]1[CH:30]=[CH:29][CH:28]=[CH:27][CH:26]=1.